From a dataset of Full USPTO retrosynthesis dataset with 1.9M reactions from patents (1976-2016). Predict the reactants needed to synthesize the given product. (1) Given the product [CH3:13][N:14]([CH3:15])[C:10]1[C:9]2[C:4](=[CH:5][CH:6]=[CH:7][CH:8]=2)[N:3]=[C:2]([NH2:1])[CH:11]=1, predict the reactants needed to synthesize it. The reactants are: [NH2:1][C:2]1[CH:11]=[C:10](Cl)[C:9]2[C:4](=[CH:5][CH:6]=[CH:7][CH:8]=2)[N:3]=1.[CH3:13][NH:14][CH3:15]. (2) Given the product [F:38][C:33]1[CH:34]=[CH:35][CH:36]=[CH:37][C:32]=1[CH2:31][N:24]1[C:25]2=[N:26][CH:27]=[CH:28][CH:29]=[C:30]2[C:22]([C:20]2[N:19]=[C:18]3[C:14]([N:15]([CH:40]([CH3:42])[CH3:41])[C:16](=[O:39])[NH:17]3)=[C:2]([I:3])[N:21]=2)=[N:23]1, predict the reactants needed to synthesize it. The reactants are: I[CH2:2][I:3].N(OCCC(C)C)=O.NC1[N:21]=[C:20]([C:22]2[C:30]3[C:25](=[N:26][CH:27]=[CH:28][CH:29]=3)[N:24]([CH2:31][C:32]3[CH:37]=[CH:36][CH:35]=[CH:34][C:33]=3[F:38])[N:23]=2)[N:19]=[C:18]2[C:14]=1[N:15]([CH:40]([CH3:42])[CH3:41])[C:16](=[O:39])[NH:17]2. (3) Given the product [CH2:10]([O:9][C:7]([C:6]([CH3:12])([CH3:13])[CH2:5][CH2:4][CH2:3][CH2:2][NH:1][C:14]([NH:21][CH2:25][CH2:24][CH2:4][CH2:5][C:6]([CH3:13])([C:7]([O:9][CH2:10][CH3:11])=[O:8])[CH3:12])=[O:15])=[O:8])[CH3:11], predict the reactants needed to synthesize it. The reactants are: [NH2:1][CH2:2][CH2:3][CH2:4][CH2:5][C:6]([CH3:13])([CH3:12])[C:7]([O:9][CH2:10][CH3:11])=[O:8].[C:14]([N:21]1[CH:25]=[CH:24]N=C1)(N1C=CN=C1)=[O:15]. (4) Given the product [N:18]1[CH:19]=[CH:20][C:21]([N:24]2[CH2:28][CH2:27][C:26]3([CH2:33][CH2:32][N:31]([C:13]([CH:10]4[CH2:9][CH2:8][N:7]([CH2:6][CH2:5][C:4]([O:3][CH2:1][CH3:2])=[O:16])[CH2:12][CH2:11]4)=[O:15])[CH2:30][CH2:29]3)[CH2:25]2)=[CH:22][CH:23]=1, predict the reactants needed to synthesize it. The reactants are: [CH2:1]([O:3][C:4](=[O:16])[CH2:5][CH2:6][N:7]1[CH2:12][CH2:11][CH:10]([C:13]([OH:15])=O)[CH2:9][CH2:8]1)[CH3:2].Cl.[N:18]1[CH:23]=[CH:22][C:21]([N:24]2[CH2:28][CH2:27][C:26]3([CH2:33][CH2:32][NH:31][CH2:30][CH2:29]3)[CH2:25]2)=[CH:20][CH:19]=1.CN(C(ON1N=NC2C=CC=CC1=2)=[N+](C)C)C.F[P-](F)(F)(F)(F)F.CCN(C(C)C)C(C)C. (5) Given the product [CH2:1]([N:3]1[CH:7]=[C:6]([C:8]2[CH:13]=[CH:12][N:11]=[C:10]3[NH:14][CH:15]=[CH:16][C:9]=23)[C:5]([C:17]2[CH:23]=[CH:22][C:20]([NH:21][C:31](=[O:32])[CH2:30][C:24]3[CH:29]=[CH:28][CH:27]=[CH:26][CH:25]=3)=[CH:19][CH:18]=2)=[N:4]1)[CH3:2], predict the reactants needed to synthesize it. The reactants are: [CH2:1]([N:3]1[CH:7]=[C:6]([C:8]2[CH:13]=[CH:12][N:11]=[C:10]3[NH:14][CH:15]=[CH:16][C:9]=23)[C:5]([C:17]2[CH:23]=[CH:22][C:20]([NH2:21])=[CH:19][CH:18]=2)=[N:4]1)[CH3:2].[C:24]1([CH2:30][C:31](Cl)=[O:32])[CH:29]=[CH:28][CH:27]=[CH:26][CH:25]=1.